This data is from Catalyst prediction with 721,799 reactions and 888 catalyst types from USPTO. The task is: Predict which catalyst facilitates the given reaction. (1) Reactant: [I-].[K+].[CH3:3][CH2:4][N:5]([CH:9]([CH3:11])[CH3:10])[CH:6]([CH3:8])[CH3:7].NC1N=NNC2C=1N=CC=2. Product: [CH3:3][CH2:4][N:5]([CH:9]([CH3:11])[CH3:10])[CH:6]([CH3:8])[CH3:7].[CH:6]([N:5]([CH2:4][CH3:3])[CH:9]([CH3:11])[CH3:10])([CH3:8])[CH3:7]. The catalyst class is: 3. (2) Reactant: [N:1]12[CH2:7][C:4]([C:8]([O:10]CC)=O)([CH2:5][CH2:6]1)[CH2:3][CH2:2]2.[C:13]1([Li])[CH:18]=[CH:17][CH:16]=[CH:15][CH:14]=1.O. Product: [N:1]12[CH2:7][C:4]([C:8]([C:13]3[CH:18]=[CH:17][CH:16]=[CH:15][CH:14]=3)([C:13]3[CH:18]=[CH:17][CH:16]=[CH:15][CH:14]=3)[OH:10])([CH2:3][CH2:2]1)[CH2:5][CH2:6]2. The catalyst class is: 1. (3) Reactant: Cl.[Cl:2][C:3]1[CH:8]=[C:7]([Cl:9])[CH:6]=[CH:5][C:4]=1[CH2:10][CH2:11][O:12][C:13]1[CH:14]=[C:15]([C:21]([N:23]2[CH2:28][CH2:27][NH:26][CH2:25][CH2:24]2)=[O:22])[CH:16]=[CH:17][C:18]=1[O:19][CH3:20].C(=O)([O-])[O-].[K+].[K+].Br[CH2:36][C:37]1[CH:42]=[CH:41][C:40]([F:43])=[CH:39][CH:38]=1. Product: [Cl:2][C:3]1[CH:8]=[C:7]([Cl:9])[CH:6]=[CH:5][C:4]=1[CH2:10][CH2:11][O:12][C:13]1[CH:14]=[C:15]([C:21]([N:23]2[CH2:28][CH2:27][N:26]([CH2:36][C:37]3[CH:42]=[CH:41][C:40]([F:43])=[CH:39][CH:38]=3)[CH2:25][CH2:24]2)=[O:22])[CH:16]=[CH:17][C:18]=1[O:19][CH3:20]. The catalyst class is: 3. (4) Reactant: [C:1]([C:4]1[CH:5]=[C:6]([CH:11]=[CH:12][CH:13]=1)[C:7]([O:9][CH3:10])=[O:8])(=[O:3])[CH3:2].C[Si]([N-][Si](C)(C)C)(C)C.[Li+].[Cl:24][C:25]1[N:33]=[CH:32][CH:31]=[CH:30][C:26]=1[C:27](Cl)=[O:28]. Product: [Cl:24][C:25]1[C:26]([C:27](=[O:28])[CH2:2][C:1]([C:4]2[CH:5]=[C:6]([CH:11]=[CH:12][CH:13]=2)[C:7]([O:9][CH3:10])=[O:8])=[O:3])=[CH:30][CH:31]=[CH:32][N:33]=1. The catalyst class is: 7. (5) Reactant: [CH:1]1([CH2:4][O:5][C:6]2[CH:7]=[C:8]([C@@H:14]3[CH2:18][NH:17][CH2:16][C@:15]3([CH2:20][OH:21])[CH3:19])[CH:9]=[CH:10][C:11]=2[O:12][CH3:13])[CH2:3][CH2:2]1.CCN(C(C)C)C(C)C.[CH2:31]([O:38][CH2:39][C:40](Cl)=[O:41])[C:32]1[CH:37]=[CH:36][CH:35]=[CH:34][CH:33]=1.[Li+].[OH-]. Product: [CH2:31]([O:38][CH2:39][C:40]([N:17]1[CH2:18][C@@H:14]([C:8]2[CH:9]=[CH:10][C:11]([O:12][CH3:13])=[C:6]([O:5][CH2:4][CH:1]3[CH2:3][CH2:2]3)[CH:7]=2)[C@@:15]([CH2:20][OH:21])([CH3:19])[CH2:16]1)=[O:41])[C:32]1[CH:37]=[CH:36][CH:35]=[CH:34][CH:33]=1. The catalyst class is: 34. (6) Reactant: [Br:1][C:2]1[CH:3]=[C:4]([NH:9][CH:10]2[CH2:14][CH2:13][CH2:12][CH2:11]2)[C:5]([NH2:8])=[CH:6][CH:7]=1.[C:15](OCC)(OCC)(OCC)[CH3:16].C(O)(=O)C.C(=O)(O)[O-].[Na+]. Product: [Br:1][C:2]1[CH:7]=[CH:6][C:5]2[N:8]=[C:15]([CH3:16])[N:9]([CH:10]3[CH2:14][CH2:13][CH2:12][CH2:11]3)[C:4]=2[CH:3]=1. The catalyst class is: 2. (7) Reactant: P(Cl)(Cl)(Cl)=O.O=[C:7]1[C:16]2[C:11](=[CH:12][C:13]([O:28][CH3:29])=[C:14]([O:17][CH:18]3[CH2:27][CH2:26][C:21]4(OCC[O:22]4)[CH2:20][CH2:19]3)[CH:15]=2)[N:10]=[CH:9][NH:8]1.ClC1C2C(=CC(OC)=C(OC3CCC4(OCCO4)CC3)C=2)N=CN=1.[F:54][C:55]1[CH:61]=[CH:60][C:59]([CH3:62])=[CH:58][C:56]=1[NH2:57]. Product: [F:54][C:55]1[CH:61]=[CH:60][C:59]([CH3:62])=[CH:58][C:56]=1[NH:57][C:7]1[C:16]2[C:11](=[CH:12][C:13]([O:28][CH3:29])=[C:14]([O:17][CH:18]3[CH2:19][CH2:20][C:21](=[O:22])[CH2:26][CH2:27]3)[CH:15]=2)[N:10]=[CH:9][N:8]=1. The catalyst class is: 556. (8) Reactant: [O:1]1[CH2:6][CH2:5][CH:4]([O:7][C:8]2[C:13]3[C:14]([C:36]4[CH:41]=[CH:40][N:39]=[C:38]([C:42](O)=[O:43])[CH:37]=4)=[N:15][N:16]([C:17]([C:30]4[CH:35]=[CH:34][CH:33]=[CH:32][CH:31]=4)([C:24]4[CH:29]=[CH:28][CH:27]=[CH:26][CH:25]=4)[C:18]4[CH:23]=[CH:22][CH:21]=[CH:20][CH:19]=4)[C:12]=3[CH:11]=[CH:10][N:9]=2)[CH2:3][CH2:2]1.Cl.[CH3:46][NH:47][CH3:48].CN(C(ON1N=NC2C=CC=NC1=2)=[N+](C)C)C.F[P-](F)(F)(F)(F)F.CCN(C(C)C)C(C)C. Product: [CH3:46][N:47]([CH3:48])[C:42](=[O:43])[C:38]1[CH:37]=[C:36]([C:14]2[C:13]3[C:8]([O:7][CH:4]4[CH2:3][CH2:2][O:1][CH2:6][CH2:5]4)=[N:9][CH:10]=[CH:11][C:12]=3[N:16]([C:17]([C:30]3[CH:35]=[CH:34][CH:33]=[CH:32][CH:31]=3)([C:18]3[CH:19]=[CH:20][CH:21]=[CH:22][CH:23]=3)[C:24]3[CH:25]=[CH:26][CH:27]=[CH:28][CH:29]=3)[N:15]=2)[CH:41]=[CH:40][N:39]=1. The catalyst class is: 384. (9) Reactant: [CH2:1]([O:8][C:9]1[CH:10]=[C:11]([CH:16]=[C:17]([OH:19])[CH:18]=1)[C:12]([O:14][CH3:15])=[O:13])[C:2]1[CH:7]=[CH:6][CH:5]=[CH:4][CH:3]=1.C1(P(C2C=CC=CC=2)C2C=CC=CC=2)C=CC=CC=1.[CH3:39][O:40][CH2:41][C@H:42](O)[CH3:43].N(C(OC(C)C)=O)=NC(OC(C)C)=O. Product: [CH2:1]([O:8][C:9]1[CH:10]=[C:11]([CH:16]=[C:17]([O:19][C@@H:42]([CH3:43])[CH2:41][O:40][CH3:39])[CH:18]=1)[C:12]([O:14][CH3:15])=[O:13])[C:2]1[CH:3]=[CH:4][CH:5]=[CH:6][CH:7]=1. The catalyst class is: 1.